Task: Regression. Given a peptide amino acid sequence and an MHC pseudo amino acid sequence, predict their binding affinity value. This is MHC class I binding data.. Dataset: Peptide-MHC class I binding affinity with 185,985 pairs from IEDB/IMGT (1) The MHC is HLA-B35:01 with pseudo-sequence HLA-B35:01. The peptide sequence is EVEHRTRVR. The binding affinity (normalized) is 0.0847. (2) The peptide sequence is FLHEMDVVSL. The MHC is H-2-Db with pseudo-sequence H-2-Db. The binding affinity (normalized) is 0.0398. (3) The peptide sequence is MTQNISNDK. The MHC is HLA-A29:02 with pseudo-sequence HLA-A29:02. The binding affinity (normalized) is 0.0847. (4) The peptide sequence is QMWSLMYFHR. The MHC is HLA-A33:01 with pseudo-sequence HLA-A33:01. The binding affinity (normalized) is 0.869. (5) The peptide sequence is TPTHLSLAI. The MHC is HLA-B15:01 with pseudo-sequence HLA-B15:01. The binding affinity (normalized) is 0.0847.